Dataset: Full USPTO retrosynthesis dataset with 1.9M reactions from patents (1976-2016). Task: Predict the reactants needed to synthesize the given product. Given the product [ClH:37].[ClH:37].[C:1]([C:3]1[CH:4]=[C:5]([C:9]2[CH:10]=[CH:11][C:12]([CH:15]([C:30]3([OH:36])[CH2:35][CH2:34][CH2:33][CH2:32][CH2:31]3)[CH2:16][N:17]3[CH2:18][CH2:19][NH:20][CH2:21][CH2:22]3)=[CH:13][CH:14]=2)[CH:6]=[CH:7][CH:8]=1)#[N:2], predict the reactants needed to synthesize it. The reactants are: [C:1]([C:3]1[CH:4]=[C:5]([C:9]2[CH:14]=[CH:13][C:12]([CH:15]([C:30]3([OH:36])[CH2:35][CH2:34][CH2:33][CH2:32][CH2:31]3)[CH2:16][N:17]3[CH2:22][CH2:21][N:20](C(OC(C)(C)C)=O)[CH2:19][CH2:18]3)=[CH:11][CH:10]=2)[CH:6]=[CH:7][CH:8]=1)#[N:2].[ClH:37].